From a dataset of Catalyst prediction with 721,799 reactions and 888 catalyst types from USPTO. Predict which catalyst facilitates the given reaction. (1) Reactant: C(O)C(N)(CO)CO.[NH2:9][C@@H:10]([CH2:14][CH2:15][C:16](N[C@H](C(NCC(O)=O)=O)CS)=O)[C:11]([OH:13])=[O:12].C(O)C(N)(CO)CO.Cl.[Mg+2].[Cl-].[Cl-].[CH2:41](S)[C@@H:42](O)[C@H:43]([OH:46])[CH2:44]S.P(OC[C@H]1O[C@@H](N2C3N=CN=C(N)C=3N=C2)[C@H](O)[C@@H]1O)(OP(OP(O)(O)=O)(O)=O)(=O)O.CC1C=CC(NC(C2C=CC(CN3CCN(C)CC3)=CC=2)=O)=CC=1NC1N=CC=C(C2C=CC=NC=2)N=1. Product: [NH2:9][C@H:10]([C:11]([OH:13])=[O:12])[CH2:14][C:15]1[CH:16]=[CH:44][C:43]([OH:46])=[CH:42][CH:41]=1. The catalyst class is: 6. (2) Reactant: [OH:1][C:2]1[CH:3]=[C:4]([CH2:8][CH2:9][CH2:10][NH:11][C:12]2[N:17]=[C:16]([CH3:18])[C:15]([C:19]([NH:21][C@@H:22]([CH2:26][NH:27][C:28]([C:30]3[S:31][CH:32]=[CH:33][CH:34]=3)=[O:29])[C:23]([OH:25])=[O:24])=[O:20])=[C:14]([CH3:35])[N:13]=2)[CH:5]=[CH:6][CH:7]=1.S(Cl)(Cl)=O.[CH3:40][CH:41](O)[CH3:42]. Product: [CH:41]([O:24][C:23](=[O:25])[C@@H:22]([NH:21][C:19]([C:15]1[C:16]([CH3:18])=[N:17][C:12]([NH:11][CH2:10][CH2:9][CH2:8][C:4]2[CH:5]=[CH:6][CH:7]=[C:2]([OH:1])[CH:3]=2)=[N:13][C:14]=1[CH3:35])=[O:20])[CH2:26][NH:27][C:28]([C:30]1[S:31][CH:32]=[CH:33][CH:34]=1)=[O:29])([CH3:42])[CH3:40]. The catalyst class is: 225. (3) Reactant: [CH3:1][O:2][C:3](=[O:38])[C:4]([CH3:37])([CH3:36])[C:5]1[CH:10]=[CH:9][C:8]([CH:11]([OH:35])[CH2:12][CH2:13][CH2:14][N:15]2[CH2:20][CH2:19][CH:18]([C:21]([OH:34])([C:28]3[CH:33]=[CH:32][CH:31]=[CH:30][CH:29]=3)[C:22]3[CH:27]=[CH:26][CH:25]=[CH:24][CH:23]=3)[CH2:17][CH2:16]2)=[CH:7][CH:6]=1.CC(C)=O.OS(O)(=O)=O.O=[Cr](=O)=O. Product: [CH3:1][O:2][C:3](=[O:38])[C:4]([CH3:36])([CH3:37])[C:5]1[CH:10]=[CH:9][C:8]([C:11](=[O:35])[CH2:12][CH2:13][CH2:14][N:15]2[CH2:20][CH2:19][CH:18]([C:21]([OH:34])([C:22]3[CH:23]=[CH:24][CH:25]=[CH:26][CH:27]=3)[C:28]3[CH:33]=[CH:32][CH:31]=[CH:30][CH:29]=3)[CH2:17][CH2:16]2)=[CH:7][CH:6]=1. The catalyst class is: 21. (4) Reactant: N1[C:14]2[C:5](=[CH:6][CH:7]=[C:8]3[C:13]=2N=CC=C3)C=CC=1.C(=CC(C=CC1C=CC=CC=1)=O)C1C=CC=CC=1.C(=O)([O-])[O-].[Cs+].[Cs+].[NH:39]1[CH:43]=[C:42]([C:44]2[C:45]([C:50]3[CH:55]=[CH:54][CH:53]=[CH:52][CH:51]=3)=[N:46][O:47][C:48]=2[CH3:49])[N:41]=[CH:40]1.IC1C=CC=CC=1.[Cl-].[NH4+]. Product: [CH3:49][C:48]1[O:47][N:46]=[C:45]([C:50]2[CH:51]=[CH:52][CH:53]=[CH:54][CH:55]=2)[C:44]=1[C:42]1[N:41]=[CH:40][N:39]([C:5]2[CH:14]=[CH:13][CH:8]=[CH:7][CH:6]=2)[CH:43]=1. The catalyst class is: 11. (5) Reactant: C([Li])CCC.Br[C:7]1[CH:12]=[CH:11][C:10]([O:13][CH3:14])=[CH:9][CH:8]=1.[O:15]=[C:16]1[CH2:21][CH2:20][N:19]([C:22]([O:24][C:25]([CH3:28])([CH3:27])[CH3:26])=[O:23])[CH2:18][CH2:17]1. Product: [OH:15][C:16]1([C:7]2[CH:12]=[CH:11][C:10]([O:13][CH3:14])=[CH:9][CH:8]=2)[CH2:17][CH2:18][N:19]([C:22]([O:24][C:25]([CH3:28])([CH3:27])[CH3:26])=[O:23])[CH2:20][CH2:21]1. The catalyst class is: 7. (6) Reactant: C[O-].[Na+].[CH3:4][C:5](=[CH2:9])[C:6](=[O:8])[CH3:7].[CH3:10][O:11][C:12](=[O:20])[CH:13]([O:18][CH3:19])[C:14](OC)=[O:15].Cl. Product: [CH3:10][O:11][C:12]([C:13]1([O:18][CH3:19])[CH2:9][CH:5]([CH3:4])[C:6](=[O:8])[CH:7]=[C:14]1[OH:15])=[O:20]. The catalyst class is: 16. (7) Reactant: [CH:1]([NH:4][C:5]1[CH:9]=[C:8]([NH2:10])[NH:7][N:6]=1)([CH3:3])[CH3:2].O.[N+:12]([CH:15]([CH:18]=O)[CH:16]=O)([O-:14])=[O:13].[Na].C(O)(=O)C. Product: [CH:1]([NH:4][C:5]1[C:9]2[C:8](=[N:10][CH:16]=[C:15]([N+:12]([O-:14])=[O:13])[CH:18]=2)[NH:7][N:6]=1)([CH3:3])[CH3:2]. The catalyst class is: 6. (8) Reactant: [CH3:1][O-].[Na+].[N:4]#[C:5][NH2:6].[N:7]([C:10]1[CH:11]=[C:12]([NH:16][S:17]([CH3:20])(=[O:19])=[O:18])[CH:13]=[CH:14][CH:15]=1)=[C:8]=[S:9].CI. Product: [NH:4]([N:7]([CH2:8][S:9][CH3:1])[C:10]1[CH:11]=[C:12]([NH:16][S:17]([CH3:20])(=[O:19])=[O:18])[CH:13]=[CH:14][CH:15]=1)[C:5]#[N:6]. The catalyst class is: 5. (9) Reactant: Br[C:2]1[CH:7]=[CH:6][CH:5]=[CH:4][C:3]=1[C:8]1[NH:12][C:11]([CH3:13])=[C:10]([C:14]([NH2:16])=[O:15])[CH:9]=1.[CH2:17]([C:24]1[CH:29]=[CH:28][C:27]([OH:30])=[CH:26][CH:25]=1)[C:18]1[CH:23]=[CH:22][CH:21]=[CH:20][CH:19]=1.N1C=CC=CC=1C(O)=O.P([O-])([O-])([O-])=O.[K+].[K+].[K+]. Product: [CH2:17]([C:24]1[CH:25]=[CH:26][C:27]([O:30][C:2]2[CH:7]=[CH:6][CH:5]=[CH:4][C:3]=2[C:8]2[NH:12][C:11]([CH3:13])=[C:10]([C:14]([NH2:16])=[O:15])[CH:9]=2)=[CH:28][CH:29]=1)[C:18]1[CH:19]=[CH:20][CH:21]=[CH:22][CH:23]=1. The catalyst class is: 156. (10) Reactant: [CH:1]1([CH:7]([CH:19]2[CH2:24][CH2:23][CH2:22][CH2:21][CH2:20]2)[C:8]([NH:10][C@@H:11]2[C@H:18]3[C@H:14]([CH2:15][NH:16][CH2:17]3)[CH2:13][CH2:12]2)=[O:9])[CH2:6][CH2:5][CH2:4][CH2:3][CH2:2]1.[F:25][C:26]([F:36])([F:35])[C:27]1[CH:28]=[C:29]([CH:32]=[CH:33][CH:34]=1)[CH:30]=O.C(O)(=O)C.C([BH3-])#N. Product: [CH:19]1([CH:7]([CH:1]2[CH2:2][CH2:3][CH2:4][CH2:5][CH2:6]2)[C:8]([NH:10][C@@H:11]2[C@H:18]3[C@H:14]([CH2:15][N:16]([CH2:30][C:29]4[CH:32]=[CH:33][CH:34]=[C:27]([C:26]([F:25])([F:35])[F:36])[CH:28]=4)[CH2:17]3)[CH2:13][CH2:12]2)=[O:9])[CH2:24][CH2:23][CH2:22][CH2:21][CH2:20]1. The catalyst class is: 4.